From a dataset of Reaction yield outcomes from USPTO patents with 853,638 reactions. Predict the reaction yield, written as a fraction of the theoretical maximum amount of product (1.0 means a 100% yield; for example, 0.34 means a 34% yield). (1) The reactants are [C:1]([O:5][C:6](=[O:18])[CH2:7][CH2:8][C:9]1[CH:10]=[C:11]([CH:15]=[CH:16][CH:17]=1)[C:12]([OH:14])=O)([CH3:4])([CH3:3])[CH3:2].CN(C(ON1N=NC2C=CC=NC1=2)=[N+](C)C)C.F[P-](F)(F)(F)(F)F.CCN(C(C)C)C(C)C.[NH2:52][C:53]1[CH:58]=[CH:57][CH:56]=[CH:55][C:54]=1/[CH:59]=[CH:60]/[C:61]([O:63][CH3:64])=[O:62]. The catalyst is O.ClCCl. The product is [C:1]([O:5][C:6](=[O:18])[CH2:7][CH2:8][C:9]1[CH:10]=[C:11]([CH:15]=[CH:16][CH:17]=1)[C:12]([NH:52][C:53]1[CH:58]=[CH:57][CH:56]=[CH:55][C:54]=1/[CH:59]=[CH:60]/[C:61]([O:63][CH3:64])=[O:62])=[O:14])([CH3:2])([CH3:3])[CH3:4]. The yield is 0.480. (2) The reactants are Cl[C:2](OC(Cl)(Cl)Cl)=[O:3].[NH2:9][C:10]1[CH:18]=[CH:17][C:16]([F:19])=[CH:15][C:11]=1[C:12]([OH:14])=[O:13]. The catalyst is O1CCOCC1. The product is [F:19][C:16]1[CH:17]=[CH:18][C:10]2[NH:9][C:2](=[O:3])[O:13][C:12](=[O:14])[C:11]=2[CH:15]=1. The yield is 0.960.